This data is from Catalyst prediction with 721,799 reactions and 888 catalyst types from USPTO. The task is: Predict which catalyst facilitates the given reaction. (1) Reactant: [OH-:1].[Na+].[CH2:3]([O:10][C:11]1[CH:16]=[C:15]([Cl:17])[CH:14]=[CH:13][C:12]=1[OH:18])[C:4]1[CH:9]=[CH:8][CH:7]=[CH:6][CH:5]=1. Product: [CH2:3]([O:10][C:11]1[CH:16]=[C:15]([Cl:17])[CH:14]=[CH:13][C:12]=1[O:18][C:4]([CH3:9])([CH3:5])[C:3]([OH:10])=[O:1])[C:4]1[CH:5]=[CH:6][CH:7]=[CH:8][CH:9]=1. The catalyst class is: 21. (2) Reactant: [Br:1][C:2]1[CH:7]=[C:6]([S:8]([CH3:11])(=[O:10])=[O:9])[CH:5]=[CH:4][C:3]=1F.[NH2:13][C@H:14]1[CH2:19][CH2:18][C@H:17]([NH:20][C:21](=[O:27])[O:22][C:23]([CH3:26])([CH3:25])[CH3:24])[CH2:16][CH2:15]1.C(N(CC)C(C)C)(C)C. Product: [Br:1][C:2]1[CH:7]=[C:6]([S:8]([CH3:11])(=[O:10])=[O:9])[CH:5]=[CH:4][C:3]=1[NH:13][C@H:14]1[CH2:19][CH2:18][C@H:17]([NH:20][C:21](=[O:27])[O:22][C:23]([CH3:25])([CH3:24])[CH3:26])[CH2:16][CH2:15]1. The catalyst class is: 16. (3) Reactant: [C:1]([O:5][C:6]([N:8]1[CH2:13][CH2:12][N:11]([C:14]2[N:22]([CH2:23][CH:24]=[C:25]([CH3:27])[CH3:26])[C:21]3[C:20](=[O:28])[NH:19][C:18](=[O:29])[N:17]([CH3:30])[C:16]=3[N:15]=2)[CH2:10][CH2:9]1)=[O:7])([CH3:4])([CH3:3])[CH3:2].C(=O)([O-])[O-].[K+].[K+].Br[CH2:38][C:39]([O:41]CC)=[O:40]. Product: [C:1]([O:5][C:6]([N:8]1[CH2:9][CH2:10][N:11]([C:14]2[N:22]([CH2:23][CH:24]=[C:25]([CH3:27])[CH3:26])[C:21]3[C:20](=[O:28])[N:19]([CH2:38][C:39]([OH:41])=[O:40])[C:18](=[O:29])[N:17]([CH3:30])[C:16]=3[N:15]=2)[CH2:12][CH2:13]1)=[O:7])([CH3:4])([CH3:3])[CH3:2]. The catalyst class is: 42.